This data is from Full USPTO retrosynthesis dataset with 1.9M reactions from patents (1976-2016). The task is: Predict the reactants needed to synthesize the given product. (1) Given the product [Cl:1][C:2]1[CH:3]=[CH:4][C:5]2[O:9][C:8]([C:10]3[CH:11]=[CH:12][C:13]([CH2:14][O:15][C:16]4[CH:21]=[CH:20][C:19]([F:22])=[CH:18][C:17]=4[CH2:23][CH2:24][N:25]([CH2:45][CH2:46][C:47]4[CH:56]=[CH:55][C:50]([C:51]([O:53][CH3:54])=[O:52])=[CH:49][CH:48]=4)[CH:26]4[CH2:35][CH2:34][CH2:33][C:32]5[N:31]=[C:30]([C:36]([O:38][CH2:39][CH3:40])=[O:37])[CH:29]=[CH:28][C:27]4=5)=[CH:41][CH:42]=3)=[N:7][C:6]=2[CH:43]=1, predict the reactants needed to synthesize it. The reactants are: [Cl:1][C:2]1[CH:3]=[CH:4][C:5]2[O:9][C:8]([C:10]3[CH:42]=[CH:41][C:13]([CH2:14][O:15][C:16]4[CH:21]=[CH:20][C:19]([F:22])=[CH:18][C:17]=4[CH2:23][CH2:24][NH:25][CH:26]4[CH2:35][CH2:34][CH2:33][C:32]5[N:31]=[C:30]([C:36]([O:38][CH2:39][CH3:40])=[O:37])[CH:29]=[CH:28][C:27]4=5)=[CH:12][CH:11]=3)=[N:7][C:6]=2[CH:43]=1.I[CH2:45][CH2:46][C:47]1[CH:56]=[CH:55][C:50]([C:51]([O:53][CH3:54])=[O:52])=[CH:49][CH:48]=1.C(=O)([O-])[O-].[Na+].[Na+].C(OCC)(=O)C. (2) Given the product [Br:30][C:12]1[C:13](=[O:28])[CH2:14][CH2:15][C:16]2[C:11]=1[CH2:10][CH2:9][C@@H:8]1[C:17]=2[C@@H:18]([C:20]2[CH:21]=[CH:22][C:23]([CH:24]=[O:25])=[CH:26][CH:27]=2)[CH2:19][C@@:3]2([CH3:4])[C@H:5]1[CH2:6][CH2:7][C@@:2]2([OH:1])[CH3:29], predict the reactants needed to synthesize it. The reactants are: [OH:1][C@@:2]1([CH3:29])[CH2:7][CH2:6][C@H:5]2[C@H:8]3[C:17]([C@@H:18]([C:20]4[CH:27]=[CH:26][C:23]([CH:24]=[O:25])=[CH:22][CH:21]=4)[CH2:19][C@:3]12[CH3:4])=[C:16]1[C:11](=[CH:12][C:13](=[O:28])[CH2:14][CH2:15]1)[CH2:10][CH2:9]3.[Br:30]N1C(=O)CCC1=O.